From a dataset of Reaction yield outcomes from USPTO patents with 853,638 reactions. Predict the reaction yield, written as a fraction of the theoretical maximum amount of product (1.0 means a 100% yield; for example, 0.34 means a 34% yield). (1) The reactants are C1(P(C2C=CC=CC=2)C2C=CC=CC=2)C=CC=CC=1.O[CH2:21][C:22]([CH2:45][CH3:46])=[CH:23][CH2:24][C:25]1[C:33]([O:34][CH2:35][CH2:36][Si:37]([CH3:40])([CH3:39])[CH3:38])=[C:32]2[C:28]([CH2:29][O:30][C:31]2=[O:41])=[C:27]([CH3:42])[C:26]=1[O:43][CH3:44].C(Br)(Br)(Br)[Br:48]. The catalyst is ClCCl. The product is [Br:48][CH2:21][C:22]([CH2:45][CH3:46])=[CH:23][CH2:24][C:25]1[C:33]([O:34][CH2:35][CH2:36][Si:37]([CH3:40])([CH3:39])[CH3:38])=[C:32]2[C:28]([CH2:29][O:30][C:31]2=[O:41])=[C:27]([CH3:42])[C:26]=1[O:43][CH3:44]. The yield is 0.770. (2) The product is [ClH:38].[CH2:1]([O:8][C:9]1[CH:14]=[CH:13][N:12]([C:15]2[CH:16]=[C:17]3[C:21](=[CH:22][CH:23]=2)[N:20]([CH2:24][C:25]2[NH:32][CH2:31][CH2:30][N:33]=2)[N:19]=[CH:18]3)[C:11](=[O:29])[CH:10]=1)[C:2]1[CH:7]=[CH:6][CH:5]=[CH:4][CH:3]=1. The catalyst is C1(C)C=CC=CC=1.O.C(OCC)(=O)C.CCOCC. The yield is 0.140. The reactants are [CH2:1]([O:8][C:9]1[CH:14]=[CH:13][N:12]([C:15]2[CH:16]=[C:17]3[C:21](=[CH:22][CH:23]=2)[N:20]([CH2:24][C:25](OC)=O)[N:19]=[CH:18]3)[C:11](=[O:29])[CH:10]=1)[C:2]1[CH:7]=[CH:6][CH:5]=[CH:4][CH:3]=1.[CH2:30]([NH2:33])[CH2:31][NH2:32].[Al](C)(C)C.[ClH:38]. (3) The reactants are [C:1]([O:5][C:6]([NH:8][CH:9]([CH:13]([OH:16])[CH2:14][CH3:15])[C:10]([OH:12])=O)=[O:7])([CH3:4])([CH3:3])[CH3:2].CCN(CC)CC.F[P-](F)(F)(F)(F)F.N1(O[P+](N2CCCC2)(N2CCCC2)N2CCCC2)C2C=CC=CC=2N=N1. The catalyst is C(Cl)Cl. The product is [C:1]([O:5][C:6](=[O:7])[NH:8][C@H:9]1[C:10](=[O:12])[O:16][C@H:13]1[CH2:14][CH3:15])([CH3:2])([CH3:3])[CH3:4].[C:1]([O:5][C:6](=[O:7])[NH:8][C@@H:9]1[C:10](=[O:12])[O:16][C@H:13]1[CH2:14][CH3:15])([CH3:2])([CH3:3])[CH3:4]. The yield is 0.0600. (4) The reactants are [C:1]([C:5]1[CH:30]=[C:8]2[N:9]=[C:10]([CH3:29])[C:11]([CH:21]([CH2:26][CH2:27][CH3:28])[C:22]([O:24]C)=[O:23])=[C:12]([C:13]3[CH:18]=[CH:17][C:16]([CH2:19][CH3:20])=[CH:15][CH:14]=3)[N:7]2[N:6]=1)([CH3:4])([CH3:3])[CH3:2].[OH-].[Li+].[OH-].[Na+]. The catalyst is CO. The product is [C:1]([C:5]1[CH:30]=[C:8]2[N:9]=[C:10]([CH3:29])[C:11]([CH:21]([CH2:26][CH2:27][CH3:28])[C:22]([OH:24])=[O:23])=[C:12]([C:13]3[CH:18]=[CH:17][C:16]([CH2:19][CH3:20])=[CH:15][CH:14]=3)[N:7]2[N:6]=1)([CH3:4])([CH3:3])[CH3:2]. The yield is 0.450.